This data is from Reaction yield outcomes from USPTO patents with 853,638 reactions. The task is: Predict the reaction yield, written as a fraction of the theoretical maximum amount of product (1.0 means a 100% yield; for example, 0.34 means a 34% yield). The yield is 1.00. The product is [CH2:25]([O:24][C:22](=[O:23])[CH2:21][S:1][C:2]1[CH:3]=[CH:4][C:5]([O:8][B:9]([OH:11])[OH:10])=[CH:6][CH:7]=1)[CH3:26]. The catalyst is C(#N)C. The reactants are [SH:1][C:2]1[CH:7]=[CH:6][C:5]([O:8][B:9]([OH:11])[OH:10])=[CH:4][CH:3]=1.C(=O)([O-])[O-].[K+].[K+].[I-].[Na+].Br[CH2:21][C:22]([O:24][CH2:25][CH3:26])=[O:23].